From a dataset of Reaction yield outcomes from USPTO patents with 853,638 reactions. Predict the reaction yield, written as a fraction of the theoretical maximum amount of product (1.0 means a 100% yield; for example, 0.34 means a 34% yield). (1) The reactants are [Na:1].N1(C(C[C@H](CO)OCP(O)(O)=O)=O)C=C(C)C(=O)NC1=O.[N:23]1([C:31]([CH2:33][C@H:34]([CH2:47][OH:48])[O:35][CH2:36][P:37]([O:43]C(C)C)([O:39]C(C)C)=[O:38])=[O:32])[CH:30]=[CH:29][C:27]([NH2:28])=[N:26][C:24]1=[O:25].I[Si](C)(C)C. No catalyst specified. The product is [Na:1].[N:23]1([C:31]([CH2:33][C@H:34]([CH2:47][OH:48])[O:35][CH2:36][P:37]([OH:39])([OH:43])=[O:38])=[O:32])[CH:30]=[CH:29][C:27]([NH2:28])=[N:26][C:24]1=[O:25]. The yield is 0.730. (2) The reactants are [CH2:1]([C:3]1[S:21][C:6]2[NH:7][C:8](=[O:20])[N:9]([CH2:12][C:13]3[CH:18]=[N:17][C:16]([CH3:19])=[CH:15][N:14]=3)[C:10](=[O:11])[C:5]=2[CH:4]=1)[CH3:2].Br[CH2:23][C:24]1[CH:29]=[CH:28][C:27]([C:30]2[CH:35]=[CH:34][CH:33]=[CH:32][C:31]=2[C:36]2[N:40]=[C:39](C(Cl)(Cl)Cl)[O:38][N:37]=2)=[CH:26][CH:25]=1.C(=O)([O-])[O-:46].[K+].[K+].CN(C)C=O. The catalyst is C(OCC)(=O)C. The product is [CH2:1]([C:3]1[S:21][C:6]2[N:7]([CH2:23][C:24]3[CH:29]=[CH:28][C:27]([C:30]4[CH:35]=[CH:34][CH:33]=[CH:32][C:31]=4[C:36]4[NH:40][C:39](=[O:46])[O:38][N:37]=4)=[CH:26][CH:25]=3)[C:8](=[O:20])[N:9]([CH2:12][C:13]3[CH:18]=[N:17][C:16]([CH3:19])=[CH:15][N:14]=3)[C:10](=[O:11])[C:5]=2[CH:4]=1)[CH3:2]. The yield is 0.140. (3) The reactants are [CH3:1][C:2]1[C:6]([CH2:7][N:8]2[CH:12]=[C:11]([N:13]3[C:17](=[O:18])[CH2:16][NH:15][C:14]3=[O:19])[CH:10]=[N:9]2)=[C:5]([CH3:20])[O:4][N:3]=1.Br[CH2:22][C:23]1[N:28]=[C:27]([CH2:29][OH:30])[CH:26]=[CH:25][CH:24]=1. No catalyst specified. The product is [CH3:1][C:2]1[C:6]([CH2:7][N:8]2[CH:12]=[C:11]([N:13]3[C:17](=[O:18])[CH2:16][N:15]([CH2:22][C:23]4[CH:24]=[CH:25][CH:26]=[C:27]([CH2:29][OH:30])[N:28]=4)[C:14]3=[O:19])[CH:10]=[N:9]2)=[C:5]([CH3:20])[O:4][N:3]=1. The yield is 0.350. (4) The reactants are C(OC([N:8]([CH2:25][C@H:26]1[CH2:35][CH2:34][C:33]2[C:28](=[CH:29][CH:30]=[C:31]([C:36]3[CH:45]=[CH:44][CH:43]=[CH:42][C:37]=3[C:38]([O:40][CH3:41])=[O:39])[CH:32]=2)[O:27]1)[CH2:9][C@H:10]([O:17][Si](C(C)(C)C)(C)C)[C:11]1[CH:12]=[N:13][CH:14]=[CH:15][CH:16]=1)=O)(C)(C)C.Cl. The catalyst is CO.O1CCOCC1. The product is [OH:17][C@H:10]([C:11]1[CH:12]=[N:13][CH:14]=[CH:15][CH:16]=1)[CH2:9][NH:8][CH2:25][C@H:26]1[CH2:35][CH2:34][C:33]2[C:28](=[CH:29][CH:30]=[C:31]([C:36]3[CH:45]=[CH:44][CH:43]=[CH:42][C:37]=3[C:38]([O:40][CH3:41])=[O:39])[CH:32]=2)[O:27]1. The yield is 0.770. (5) The reactants are [Br:1][C:2]1[CH:7]=[CH:6][C:5]([C:8]2[CH:13]=[CH:12][C:11]([C:14]([F:21])([F:20])C(OCC)=O)=[CH:10][CH:9]=2)=[CH:4][CH:3]=1.[CH3:22][Mg]I.C([O:27][CH2:28][CH3:29])C.Cl. The catalyst is O1CCCC1. The product is [Br:1][C:2]1[CH:3]=[CH:4][C:5]([C:8]2[CH:13]=[CH:12][C:11]([C:14]([F:20])([F:21])[C:28]([CH3:29])([OH:27])[CH3:22])=[CH:10][CH:9]=2)=[CH:6][CH:7]=1. The yield is 0.620. (6) The reactants are C([NH:5][C:6]([C:8]1[CH:9]=[C:10]2[CH:16]=[C:15]([CH:17]([C:24]3[CH:29]=[CH:28][C:27]([S:30]([CH3:33])(=[O:32])=[O:31])=[CH:26][CH:25]=3)[CH2:18][CH:19]3[CH2:23][CH2:22][CH2:21][CH2:20]3)[NH:14][C:11]2=[N:12][CH:13]=1)=O)(C)(C)C.P(Cl)(Cl)(Cl)=O. The catalyst is C(Cl)(Cl)Cl. The product is [CH:19]1([CH2:18][CH:17]([C:15]2[NH:14][C:11]3=[N:12][CH:13]=[C:8]([C:6]#[N:5])[CH:9]=[C:10]3[CH:16]=2)[C:24]2[CH:29]=[CH:28][C:27]([S:30]([CH3:33])(=[O:32])=[O:31])=[CH:26][CH:25]=2)[CH2:23][CH2:22][CH2:21][CH2:20]1. The yield is 0.149. (7) The reactants are [F:1][C:2]([F:17])([F:16])[C:3]1[CH:8]=[CH:7][C:6]([C:9]2[N:10]=[C:11]([CH2:14]O)[S:12][CH:13]=2)=[CH:5][CH:4]=1.P(Br)(Br)[Br:19].O. The catalyst is C1(C)C=CC=CC=1. The product is [Br:19][CH2:14][C:11]1[S:12][CH:13]=[C:9]([C:6]2[CH:7]=[CH:8][C:3]([C:2]([F:17])([F:16])[F:1])=[CH:4][CH:5]=2)[N:10]=1. The yield is 0.250. (8) The reactants are [C:1]([C:5]1[CH:10]=[C:9]([C:11]([CH3:14])([CH3:13])[CH3:12])[CH:8]=[C:7]([NH2:15])[C:6]=1[OH:16])([CH3:4])([CH3:3])[CH3:2].[BH3-][C:18]#N.[Na+].C=O. The catalyst is CO. The product is [C:1]([C:5]1[CH:10]=[C:9]([C:11]([CH3:14])([CH3:13])[CH3:12])[CH:8]=[C:7]([NH:15][CH3:18])[C:6]=1[OH:16])([CH3:4])([CH3:2])[CH3:3]. The yield is 0.150. (9) The reactants are [O:1]1[CH2:6][CH2:5][N:4]([C:7]2[CH:8]=[N:9][CH:10]=[CH:11][N:12]=2)[CH2:3][CH2:2]1.[H-].[Na+].Cl[CH2:16][C:17]1[CH:27]=[CH:26][C:20]2[N:21]=[C:22]([S:24][CH3:25])[S:23][C:19]=2[CH:18]=1.O. The catalyst is CN(C=O)C. The product is [CH3:25][S:24][C:22]1[S:23][C:19]2[CH:18]=[C:17]([CH2:16][N:9]3[CH:10]=[CH:11][N:12]=[C:7]([N:4]4[CH2:5][CH2:6][O:1][CH2:2][CH2:3]4)[CH2:8]3)[CH:27]=[CH:26][C:20]=2[N:21]=1. The yield is 0.954.